From a dataset of Peptide-MHC class II binding affinity with 134,281 pairs from IEDB. Regression. Given a peptide amino acid sequence and an MHC pseudo amino acid sequence, predict their binding affinity value. This is MHC class II binding data. (1) The peptide sequence is KKSRMSMAMGTMAGCGY. The MHC is DRB1_0901 with pseudo-sequence DRB1_0901. The binding affinity (normalized) is 0.692. (2) The peptide sequence is GELQIVDKIDAHFKI. The MHC is DRB1_1201 with pseudo-sequence DRB1_1201. The binding affinity (normalized) is 0.696. (3) The peptide sequence is RTKYTATISGLKPGV. The MHC is HLA-DPA10103-DPB10401 with pseudo-sequence HLA-DPA10103-DPB10401. The binding affinity (normalized) is 0.193. (4) The peptide sequence is AVKPAAEEVKVIPAG. The MHC is HLA-DQA10101-DQB10501 with pseudo-sequence HLA-DQA10101-DQB10501. The binding affinity (normalized) is 0.